From a dataset of Experimentally validated miRNA-target interactions with 360,000+ pairs, plus equal number of negative samples. Binary Classification. Given a miRNA mature sequence and a target amino acid sequence, predict their likelihood of interaction. (1) The miRNA is hsa-miR-744-5p with sequence UGCGGGGCUAGGGCUAACAGCA. The protein sequence of the target gene is MSTSSLRRQMKNIVHNYSEAEIKVREATSNDPWGPSSSLMSEIADLTYNVVAFSEIMSMIWKRLNDHGKNWRHVYKAMTLMEYLIKTGSERVSQQCKENMYAVQTLKDFQYVDRDGKDQGVNVREKAKQLVALLRDEDRLREERAHALKTKEKLAQTATASSAAVGSGPPPEAEQAWPQSSGEEELQLQLALAMSKEEADQPPSCGPEDDAQLQLALSLSREEHDKEERIRRGDDLRLQMAIEESKRETGGKEESSLMDLADVFTAPAPAPTTDPWGGPAPMAAAVPTAAPTSDPWGGPP.... Result: 1 (interaction). (2) The miRNA is hsa-miR-145-5p with sequence GUCCAGUUUUCCCAGGAAUCCCU. The protein sequence of the target gene is MATAESRALQFAEGAAFPAYRAPHAGGALLPPPSPAAALLPAPPAGPGPATFAGFLGRDPGPAPPPPASLGSPAPPKGAAAPSASQRRKRTSFSAEQLQLLELVFRRTRYPDIHLRERLAALTLLPESRIQVWFQNRRAKSRRQSGKSFQPLARPEIILNHCAPGTETKCLKPQLPLEVDVNCLPEPNGVGGGISDSSSQGQNFETCSPLSEDIGSKLDSWEEHIFSAFGNF. Result: 1 (interaction). (3) The miRNA is hsa-miR-1283 with sequence UCUACAAAGGAAAGCGCUUUCU. The protein sequence of the target gene is MPDIIWVFPPQAEAEEDCHSDTVRADDDEENESPAETDLQAQLQMFRAQWMFELAPGVSSSNLENRPCRAARGSLQKTSADTKGKQEQAKEEKARELFLKAVEEEQNGALYEAIKFYRRAMQLVPDIEFKITYTRSPDGDGVGNSYIEDNDDDSKMADLLSYFQQQLTFQESVLKLCQPELESSQIHISVLPMEVLMYIFRWVVSSDLDLRSLEQLSLVCRGFYICARDPEIWRLACLKVWGRSCIKLVPYTSWREMFLERPRVRFDGVYISKTTYIRQGEQSLDGFYRAWHQVEYYRYI.... Result: 1 (interaction).